This data is from Full USPTO retrosynthesis dataset with 1.9M reactions from patents (1976-2016). The task is: Predict the reactants needed to synthesize the given product. (1) Given the product [CH:31]([NH:34][C:2]1[N:6]=[C:5]([CH:7]2[CH2:12][CH:11]([C:13]3[CH:18]=[CH:17][C:16]([C:19]([F:22])([F:21])[F:20])=[CH:15][CH:14]=3)[CH2:10][N:9]([C:23]([N:25]3[CH2:30][CH2:29][O:28][CH2:27][CH2:26]3)=[O:24])[CH2:8]2)[O:4][N:3]=1)([CH3:33])[CH3:32], predict the reactants needed to synthesize it. The reactants are: Cl[C:2]1[N:6]=[C:5]([CH:7]2[CH2:12][CH:11]([C:13]3[CH:18]=[CH:17][C:16]([C:19]([F:22])([F:21])[F:20])=[CH:15][CH:14]=3)[CH2:10][N:9]([C:23]([N:25]3[CH2:30][CH2:29][O:28][CH2:27][CH2:26]3)=[O:24])[CH2:8]2)[O:4][N:3]=1.[CH:31]([NH2:34])([CH3:33])[CH3:32]. (2) Given the product [CH3:27][O:26][C:25]1[C:19]2[CH:18]=[C:17]([NH:16][C:15]([N:1]3[CH2:6][CH2:5][O:4][CH2:3][CH2:2]3)=[O:14])[S:21][C:20]=2[C:22]([C:28]2[CH:33]=[CH:32][CH:31]=[CH:30][CH:29]=2)=[CH:23][CH:24]=1, predict the reactants needed to synthesize it. The reactants are: [NH:1]1[CH2:6][CH2:5][O:4][CH2:3][CH2:2]1.C([O:14][C:15](=O)[NH:16][C:17]1[S:21][C:20]2[C:22]([C:28]3[CH:33]=[CH:32][CH:31]=[CH:30][CH:29]=3)=[CH:23][CH:24]=[C:25]([O:26][CH3:27])[C:19]=2[CH:18]=1)C1C=CC=CC=1.